This data is from Forward reaction prediction with 1.9M reactions from USPTO patents (1976-2016). The task is: Predict the product of the given reaction. (1) The product is: [F:1][C:2]1[CH2:11][CH2:10][C:9]2[CH2:8][CH2:7][N:6]3[C:12]([C@@H:15]([NH:17][C:19]4[N:27]=[CH:26][N:25]=[C:24]5[C:20]=4[N:21]=[CH:22][NH:23]5)[CH3:16])=[N:13][CH:14]=[C:4]([C:5]=23)[CH:3]=1. Given the reactants [F:1][C:2]1[CH2:11][CH2:10][C:9]2[CH2:8][CH2:7][N:6]3[C:12]([C@@H:15]([NH2:17])[CH3:16])=[N:13][CH:14]=[C:4]([C:5]=23)[CH:3]=1.Cl[C:19]1[N:27]=[CH:26][N:25]=[C:24]2[C:20]=1[N:21]=[CH:22][N:23]2C1CCCCO1.CCN(C(C)C)C(C)C, predict the reaction product. (2) Given the reactants CN(CC1N(C[C@H]2CCCN(CC3C=CC=CN=3)C2)C2C=CC=CC=2N=1)[C@@H]1C2N=CC=CC=2CCC1.[CH3:37][N:38]([CH2:49][C:50]1[N:54]([CH2:55][C@H:56]2[CH2:61][CH2:60][CH2:59][NH:58][CH2:57]2)[C:53]2[CH:62]=[CH:63][CH:64]=[CH:65][C:52]=2[N:51]=1)[C@@H:39]1[C:48]2[N:47]=[CH:46][CH:45]=[CH:44][C:43]=2[CH2:42][CH2:41][CH2:40]1.[C:66]([NH:73][CH2:74][CH:75]=O)([O:68][C:69]([CH3:72])([CH3:71])[CH3:70])=[O:67], predict the reaction product. The product is: [CH3:37][N:38]([CH2:49][C:50]1[N:54]([CH2:55][C@H:56]2[CH2:61][CH2:60][CH2:59][N:58]([CH2:75][CH2:74][NH:73][C:66](=[O:67])[O:68][C:69]([CH3:72])([CH3:71])[CH3:70])[CH2:57]2)[C:53]2[CH:62]=[CH:63][CH:64]=[CH:65][C:52]=2[N:51]=1)[C@@H:39]1[C:48]2[N:47]=[CH:46][CH:45]=[CH:44][C:43]=2[CH2:42][CH2:41][CH2:40]1.